Dataset: Catalyst prediction with 721,799 reactions and 888 catalyst types from USPTO. Task: Predict which catalyst facilitates the given reaction. (1) Reactant: [NH2:1][C:2]1[CH:3]=[CH:4][C:5]([Cl:11])=[C:6]([CH:10]=1)[C:7]([OH:9])=[O:8].[Cl:12][C:13]1[CH:14]=[C:15]([CH:19]=[CH:20][CH:21]=1)[C:16](Cl)=[O:17]. Product: [Cl:11][C:5]1[CH:4]=[CH:3][C:2]([NH:1][C:16](=[O:17])[C:15]2[CH:19]=[CH:20][CH:21]=[C:13]([Cl:12])[CH:14]=2)=[CH:10][C:6]=1[C:7]([OH:9])=[O:8]. The catalyst class is: 1. (2) Reactant: [F:1][C:2]1[CH:7]=[C:6]([F:8])[CH:5]=[CH:4][C:3]=1[S:9][CH:10]1[CH2:15][CH2:14][N:13]([C:16]([O:18][C:19]([CH3:22])([CH3:21])[CH3:20])=[O:17])[CH2:12][CH2:11]1.[OH:23]OS([O-])=O.[K+].[OH2:29]. Product: [F:1][C:2]1[CH:7]=[C:6]([F:8])[CH:5]=[CH:4][C:3]=1[S:9]([CH:10]1[CH2:11][CH2:12][N:13]([C:16]([O:18][C:19]([CH3:22])([CH3:21])[CH3:20])=[O:17])[CH2:14][CH2:15]1)(=[O:23])=[O:29]. The catalyst class is: 36.